This data is from Reaction yield outcomes from USPTO patents with 853,638 reactions. The task is: Predict the reaction yield, written as a fraction of the theoretical maximum amount of product (1.0 means a 100% yield; for example, 0.34 means a 34% yield). The yield is 0.739. The reactants are O[CH2:2][C:3]1[CH:16]=[N:15][C:6]2[C:7]3[N:8]([CH:12]=[CH:13][CH:14]=3)[C:9](=[O:11])[NH:10][C:5]=2[CH:4]=1.[Cl:17][C:18]1[CH:19]=[C:20]([CH:25]=[CH:26][C:27]=1[N:28]1[CH2:33][CH2:32][NH:31][CH2:30][CH2:29]1)[C:21]([NH:23][CH3:24])=[O:22].[I-].C(C[P+](C)(C)C)#N.C(N(C(C)C)C(C)C)C. The product is [Cl:17][C:18]1[CH:19]=[C:20]([CH:25]=[CH:26][C:27]=1[N:28]1[CH2:29][CH2:30][N:31]([CH2:2][C:3]2[CH:16]=[N:15][C:6]3[C:7]4[N:8]([CH:12]=[CH:13][CH:14]=4)[C:9](=[O:11])[NH:10][C:5]=3[CH:4]=2)[CH2:32][CH2:33]1)[C:21]([NH:23][CH3:24])=[O:22]. The catalyst is C(#N)CC.